The task is: Predict which catalyst facilitates the given reaction.. This data is from Catalyst prediction with 721,799 reactions and 888 catalyst types from USPTO. (1) Reactant: [C:1]([O:5][C:6]([N:8]1[CH2:13][CH2:12][CH:11]([N:14]2[CH:18]=[C:17]([C:19]([OH:21])=O)[NH:16][C:15]2=[O:22])[CH2:10][CH2:9]1)=[O:7])([CH3:4])([CH3:3])[CH3:2].C[N:24](C)C=O.C(Cl)(=O)C(Cl)=O. The catalyst class is: 30. Product: [C:19]([C:17]1[NH:16][C:15](=[O:22])[N:14]([CH:11]2[CH2:10][CH2:9][N:8]([C:6]([O:5][C:1]([CH3:3])([CH3:2])[CH3:4])=[O:7])[CH2:13][CH2:12]2)[CH:18]=1)(=[O:21])[NH2:24]. (2) Reactant: C[O:2][C:3]([C:5]1[CH:10]=[CH:9][CH:8]=[CH:7][C:6]=1[NH:11][C:12](=[O:26])/[CH:13]=[CH:14]/[C:15]1[CH:20]=[CH:19][C:18]([CH2:21][CH2:22][CH2:23][CH2:24][CH3:25])=[CH:17][CH:16]=1)=[O:4].[OH-].[Na+]. Product: [C:3]([C:5]1[CH:10]=[CH:9][CH:8]=[CH:7][C:6]=1[NH:11][C:12](=[O:26])/[CH:13]=[CH:14]/[C:15]1[CH:16]=[CH:17][C:18]([CH2:21][CH2:22][CH2:23][CH2:24][CH3:25])=[CH:19][CH:20]=1)([OH:4])=[O:2]. The catalyst class is: 5.